The task is: Regression. Given two drug SMILES strings and cell line genomic features, predict the synergy score measuring deviation from expected non-interaction effect.. This data is from NCI-60 drug combinations with 297,098 pairs across 59 cell lines. (1) Drug 1: C1CCN(CC1)CCOC2=CC=C(C=C2)C(=O)C3=C(SC4=C3C=CC(=C4)O)C5=CC=C(C=C5)O. Drug 2: CC1=CC2C(CCC3(C2CCC3(C(=O)C)OC(=O)C)C)C4(C1=CC(=O)CC4)C. Cell line: UACC62. Synergy scores: CSS=-1.10, Synergy_ZIP=0.816, Synergy_Bliss=-0.521, Synergy_Loewe=-5.31, Synergy_HSA=-3.44. (2) Drug 1: CC12CCC3C(C1CCC2=O)CC(=C)C4=CC(=O)C=CC34C. Drug 2: CC1=C(C(=O)C2=C(C1=O)N3CC4C(C3(C2COC(=O)N)OC)N4)N. Cell line: 786-0. Synergy scores: CSS=63.3, Synergy_ZIP=6.58, Synergy_Bliss=9.02, Synergy_Loewe=-0.871, Synergy_HSA=8.64.